This data is from Forward reaction prediction with 1.9M reactions from USPTO patents (1976-2016). The task is: Predict the product of the given reaction. Given the reactants [Cl:1][C:2]1[CH:10]=[CH:9][CH:8]=[CH:7][C:3]=1[C:4](Cl)=O.[CH:11]1([NH2:14])[CH2:13][CH2:12]1, predict the reaction product. The product is: [Cl:1][C:2]1[CH:10]=[CH:9][CH:8]=[CH:7][C:3]=1[CH2:4][NH:14][CH:11]1[CH2:13][CH2:12]1.